This data is from Catalyst prediction with 721,799 reactions and 888 catalyst types from USPTO. The task is: Predict which catalyst facilitates the given reaction. (1) Reactant: [C:1]([O:5][C:6]([N:8]1[C@H:13]([C:14]([OH:16])=O)[CH2:12][C@@H:11]2[C@H:9]1[CH2:10]2)=[O:7])([CH3:4])([CH3:3])[CH3:2].[CH3:17][C:18]([CH3:23])([CH3:22])[CH2:19][CH2:20][NH2:21].CN(C(ON1N=NC2C=CC=CC1=2)=[N+](C)C)C.F[P-](F)(F)(F)(F)F.CCN(C(C)C)C(C)C. Product: [C:1]([O:5][C:6]([N:8]1[C@H:13]([C:14](=[O:16])[NH:21][CH2:20][CH2:19][C:18]([CH3:23])([CH3:22])[CH3:17])[CH2:12][C@@H:11]2[C@H:9]1[CH2:10]2)=[O:7])([CH3:2])([CH3:3])[CH3:4]. The catalyst class is: 34. (2) Reactant: [Br:1][C:2]1[CH:3]=[C:4]([CH:7]=[CH:8][C:9]=1[OH:10])[CH:5]=[O:6].[CH2:11]([O:13][C:14](=[O:19])[C:15](Br)([CH3:17])[CH3:16])[CH3:12].C([O-])([O-])=O.[K+].[K+]. Product: [CH2:11]([O:13][C:14](=[O:19])[C:15]([O:10][C:9]1[CH:8]=[CH:7][C:4]([CH:5]=[O:6])=[CH:3][C:2]=1[Br:1])([CH3:17])[CH3:16])[CH3:12]. The catalyst class is: 3. (3) Reactant: FC(F)(F)S(O[C:7]1[CH:12]=[CH:11][C:10]([CH:13]2[O:17][CH2:16][CH2:15][O:14]2)=[CH:9][C:8]=1[N+:18]([O-:20])=[O:19])(=O)=O.[CH3:23][S-:24].[Na+].O. Product: [CH3:23][S:24][C:7]1[CH:12]=[CH:11][C:10]([CH:13]2[O:14][CH2:15][CH2:16][O:17]2)=[CH:9][C:8]=1[N+:18]([O-:20])=[O:19]. The catalyst class is: 8. (4) Reactant: [CH:1]1[C:2]([CH2:10][C@@H:11]([NH2:28])[CH2:12][C:13]([N:15]2[CH2:27][C:19]3=[N:20][N:21]=[C:22]([C:23]([F:26])([F:25])[F:24])[N:18]3[CH2:17][CH2:16]2)=[O:14])=[C:3]([F:9])[CH:4]=[C:5]([F:8])[C:6]=1[F:7].[C:29]([OH:37])(=[O:36])[C@H:30]([CH2:32][C:33]([OH:35])=[O:34])[OH:31]. Product: [CH:1]1[C:2]([CH2:10][C@@H:11]([NH2:28])[CH2:12][C:13]([N:15]2[CH2:27][C:19]3=[N:20][N:21]=[C:22]([C:23]([F:26])([F:25])[F:24])[N:18]3[CH2:17][CH2:16]2)=[O:14])=[C:3]([F:9])[CH:4]=[C:5]([F:8])[C:6]=1[F:7].[C:29]([O-:37])(=[O:36])[C@H:30]([CH2:32][C:33]([O-:35])=[O:34])[OH:31]. The catalyst class is: 41. (5) Reactant: [Cl:1][C:2]1[C:3]([I:36])=[CH:4][C:5]2[N:9]=[C:8]([O:10][C@H:11]3[CH2:20][O:19][C@H:18]4[C@@H:13]([O:14]C(C5C=CC=CC=5)[O:16][CH2:17]4)[CH2:12]3)[N:7](COCC[Si](C)(C)C)[C:6]=2[CH:35]=1.C(O)=O.S([O-])(O)(=O)=O.[K+].[OH-].[Na+].[NH4+].[Cl-]. Product: [Cl:1][C:2]1[C:3]([I:36])=[CH:4][C:5]2[N:9]=[C:8]([O:10][C@H:11]3[CH2:20][O:19][C@H:18]([CH2:17][OH:16])[C@@H:13]([OH:14])[CH2:12]3)[NH:7][C:6]=2[CH:35]=1. The catalyst class is: 25. (6) Reactant: [C:1]([O:8][CH3:9])(=[O:7])/[CH:2]=[CH:3]/[C:4]([OH:6])=[O:5].Cl[CH2:11][C:12]([N:14]1[CH2:18][CH2:17][CH2:16][C@H:15]1[C:19]([O:21][C:22]([CH3:25])([CH3:24])[CH3:23])=[O:20])=[O:13]. Product: [C:4]([O:6][CH2:11][C:12]([N:14]1[CH2:18][CH2:17][CH2:16][C@H:15]1[C:19]([O:21][C:22]([CH3:25])([CH3:24])[CH3:23])=[O:20])=[O:13])(=[O:5])/[CH:3]=[CH:2]/[C:1]([O:8][CH3:9])=[O:7]. The catalyst class is: 37.